From a dataset of Catalyst prediction with 721,799 reactions and 888 catalyst types from USPTO. Predict which catalyst facilitates the given reaction. Reactant: Cl[C:2]1[C:7]([C:8]2[CH:13]=[CH:12][CH:11]=[CH:10][CH:9]=2)=[C:6]([C:14]2[CH:19]=[CH:18][CH:17]=[CH:16][CH:15]=2)[N:5]=[C:4]([C:20]([F:23])([F:22])[F:21])[N:3]=1.C(=O)([O-])[O-].[K+].[K+].[CH3:30][S:31][C:32]1[CH:37]=[CH:36][C:35](B(O)O)=[CH:34][CH:33]=1.Cl. Product: [CH3:30][S:31][C:32]1[CH:37]=[CH:36][C:35]([C:2]2[C:7]([C:8]3[CH:13]=[CH:12][CH:11]=[CH:10][CH:9]=3)=[C:6]([C:14]3[CH:19]=[CH:18][CH:17]=[CH:16][CH:15]=3)[N:5]=[C:4]([C:20]([F:23])([F:22])[F:21])[N:3]=2)=[CH:34][CH:33]=1. The catalyst class is: 11.